From a dataset of CYP1A2 inhibition data for predicting drug metabolism from PubChem BioAssay. Regression/Classification. Given a drug SMILES string, predict its absorption, distribution, metabolism, or excretion properties. Task type varies by dataset: regression for continuous measurements (e.g., permeability, clearance, half-life) or binary classification for categorical outcomes (e.g., BBB penetration, CYP inhibition). Dataset: cyp1a2_veith. (1) The compound is O=C(Nc1ccc(F)cc1)c1cnc(-c2ccccc2)nc1-c1ccccc1. The result is 1 (inhibitor). (2) The compound is O=[N+]([O-])c1ccc(C=Nc2ccc(Cl)cc2Cl)s1. The result is 1 (inhibitor). (3) The result is 1 (inhibitor). The compound is O=c1c2ccccc2nc(-c2ccc(Cl)cc2Cl)n1CCCn1ccnc1. (4) The molecule is COc1ccccc1N/C(=N/S(=O)(=O)c1ccc(C)cc1)c1ccc(Cl)cc1. The result is 0 (non-inhibitor). (5) The molecule is Cc1ccc(S(=O)(=O)N(Cc2ccccc2)c2ccccc2C(=O)NCc2ccco2)cc1. The result is 0 (non-inhibitor).